Dataset: Forward reaction prediction with 1.9M reactions from USPTO patents (1976-2016). Task: Predict the product of the given reaction. (1) Given the reactants C(O[C:6](=O)[NH:7][CH2:8][CH2:9][NH:10][CH:11]([C:14]1[N:23]([CH2:24][C:25]2[CH:30]=[CH:29][CH:28]=[CH:27][CH:26]=2)[C:22](=[O:31])[C:21]2[C:16](=[CH:17][C:18]([Cl:32])=[CH:19][CH:20]=2)[N:15]=1)[CH2:12][CH3:13])(C)(C)C.C(N1[C:50](=[O:51])[C:49]2C(=CC(Cl)=CC=2)N=C1C(Br)CC)C1C=CC=CC=1.C(OC(=O)NCCN)(C)(C)C.C(=O)(O)[O-].[Na+], predict the reaction product. The product is: [CH2:24]([N:23]1[C:22](=[O:31])[C:21]2[C:16](=[CH:17][C:18]([Cl:32])=[CH:19][CH:20]=2)[N:15]=[C:14]1[CH:11]([N:10]1[C:50](=[O:51])[CH2:49][CH2:6][NH:7][CH2:8][CH2:9]1)[CH2:12][CH3:13])[C:25]1[CH:26]=[CH:27][CH:28]=[CH:29][CH:30]=1. (2) Given the reactants [NH2:1][C:2]1[CH:10]=[C:9]([O:11][CH3:12])[CH:8]=[C:7]([O:13][CH3:14])[C:3]=1[C:4]([NH2:6])=[O:5].[CH3:15][O:16][C:17]1[CH:24]=[CH:23][C:20]([CH:21]=O)=[CH:19][CH:18]=1.COC1C=C(OC)C=C2C=1C(=O)NC(C1C=CC=CN=1)=N2, predict the reaction product. The product is: [CH3:14][O:13][C:7]1[CH:8]=[C:9]([O:11][CH3:12])[CH:10]=[C:2]2[C:3]=1[C:4](=[O:5])[NH:6][C:21]([C:20]1[CH:23]=[CH:24][C:17]([O:16][CH3:15])=[CH:18][CH:19]=1)=[N:1]2.